This data is from Full USPTO retrosynthesis dataset with 1.9M reactions from patents (1976-2016). The task is: Predict the reactants needed to synthesize the given product. (1) Given the product [CH3:17][C:15]1[S:16][C:12]([CH2:10][NH:9][CH2:7][CH3:8])=[C:13]([CH3:18])[N:14]=1, predict the reactants needed to synthesize it. The reactants are: [H-].[Al+3].[Li+].[H-].[H-].[H-].[CH2:7]([NH:9][C:10]([C:12]1[S:16][C:15]([CH3:17])=[N:14][C:13]=1[CH3:18])=O)[CH3:8]. (2) Given the product [C:1]1([N:7]2[C:11]([NH:12][C:28]([NH:57][C@H:48]3[C@H:49]([C:51]4[CH:56]=[CH:55][CH:54]=[CH:53][CH:52]=4)[CH2:50][N:46]([CH2:45][CH2:44][O:43][CH3:42])[CH2:47]3)=[O:29])=[CH:10][C:9]([C:13]3[CH:18]=[CH:17][CH:16]=[CH:15][CH:14]=3)=[N:8]2)[CH:2]=[CH:3][CH:4]=[CH:5][CH:6]=1, predict the reactants needed to synthesize it. The reactants are: [C:1]1([N:7]2[C:11]([NH2:12])=[CH:10][C:9]([C:13]3[CH:18]=[CH:17][CH:16]=[CH:15][CH:14]=3)=[N:8]2)[CH:6]=[CH:5][CH:4]=[CH:3][CH:2]=1.CCN(C(C)C)C(C)C.[C:28](N1C=CN=C1)(N1C=CN=C1)=[O:29].Cl.Cl.[CH3:42][O:43][CH2:44][CH2:45][N:46]1[CH2:50][C@@H:49]([C:51]2[CH:56]=[CH:55][CH:54]=[CH:53][CH:52]=2)[C@H:48]([NH2:57])[CH2:47]1. (3) Given the product [Br:1][C:2]1[S:10][C:9]2[C:8]([NH:12][C:13]3[CH:14]=[C:15]4[C:19](=[CH:20][CH:21]=3)[NH:18][CH:17]=[CH:16]4)=[N:7][CH:6]=[N:5][C:4]=2[CH:3]=1, predict the reactants needed to synthesize it. The reactants are: [Br:1][C:2]1[S:10][C:9]2[C:8](Cl)=[N:7][CH:6]=[N:5][C:4]=2[CH:3]=1.[NH2:12][C:13]1[CH:14]=[C:15]2[C:19](=[CH:20][CH:21]=1)[NH:18][CH:17]=[CH:16]2. (4) Given the product [CH3:12][C:11]1[N:1]=[C:2]([C:3]([O:5][CH2:6][CH3:7])=[O:4])[S:8][CH:10]=1, predict the reactants needed to synthesize it. The reactants are: [NH2:1][C:2](=[S:8])[C:3]([O:5][CH2:6][CH3:7])=[O:4].Cl[CH2:10][C:11](=O)[CH3:12]. (5) Given the product [C:21]([Si:25]([CH3:28])([CH3:27])[O:1][CH2:2][CH2:3][O:4][C:5]1[CH:6]=[CH:7][C:8]([O:9][C:10]2[CH:17]=[CH:16][C:15]([I:18])=[CH:14][C:11]=2[CH:12]=[O:13])=[CH:19][CH:20]=1)([CH3:24])([CH3:23])[CH3:22], predict the reactants needed to synthesize it. The reactants are: [OH:1][CH2:2][CH2:3][O:4][C:5]1[CH:20]=[CH:19][C:8]([O:9][C:10]2[CH:17]=[CH:16][C:15]([I:18])=[CH:14][C:11]=2[CH:12]=[O:13])=[CH:7][CH:6]=1.[C:21]([Si:25]([CH3:28])([CH3:27])Cl)([CH3:24])([CH3:23])[CH3:22].N1C=CN=C1. (6) Given the product [CH3:3][C:2]([NH:10][C:11](=[O:13])[CH3:12])([C:4]1[CH:5]=[CH:6][C:7]([C:21](=[O:22])[CH2:20][C:14]2[CH:19]=[CH:18][CH:17]=[CH:16][CH:15]=2)=[CH:8][CH:9]=1)[CH3:1], predict the reactants needed to synthesize it. The reactants are: [CH3:1][C:2]([NH:10][C:11](=[O:13])[CH3:12])([C:4]1[CH:9]=[CH:8][CH:7]=[CH:6][CH:5]=1)[CH3:3].[C:14]1([CH2:20][C:21](Cl)=[O:22])[CH:19]=[CH:18][CH:17]=[CH:16][CH:15]=1.[Cl-].[Cl-].[Cl-].[Al+3]. (7) Given the product [Br:1][C:2]1[N:3]2[C:8]3[N:9]4[CH2:10][CH2:11][C:12]([CH3:38])([O:13][CH2:14][CH2:15][CH2:16][CH2:17][C@H:18]([CH3:35])[O:19][C:20]5[CH:21]=[CH:22][C:23]([F:34])=[CH:24][C:25]=5[C:26]5[CH:33]=[C:30]([C:31]=1[N:32]=[C:4]2[C:5]([Cl:50])=[C:6]([CH3:49])[C:7]=3[C@H:39]([O:44][C:45]([CH3:48])([CH3:47])[CH3:46])[C:40]([O:42][CH3:43])=[O:41])[CH:29]=[CH:28][CH:27]=5)[CH2:36][CH2:37]4, predict the reactants needed to synthesize it. The reactants are: [Br:1][C:2]1[N:3]2[C:8]3[N:9]4[CH2:37][CH2:36][C:12]([CH3:38])([O:13][CH2:14][CH2:15][CH2:16][CH2:17][C@H:18]([CH3:35])[O:19][C:20]5[CH:21]=[CH:22][C:23]([F:34])=[CH:24][C:25]=5[C:26]5[CH:33]=[C:30]([C:31]=1[N:32]=[C:4]2[CH:5]=[C:6]([CH3:49])[C:7]=3[C@H:39]([O:44][C:45]([CH3:48])([CH3:47])[CH3:46])[C:40]([O:42][CH3:43])=[O:41])[CH:29]=[CH:28][CH:27]=5)[CH2:11][CH2:10]4.[Cl:50]N1C(=O)CCC1=O.C(OCC)(=O)C.